Dataset: Full USPTO retrosynthesis dataset with 1.9M reactions from patents (1976-2016). Task: Predict the reactants needed to synthesize the given product. (1) Given the product [Cl:1][C:2]1[C:7]([C:8]2[CH:13]=[CH:12][C:11]([C:14]([F:17])([F:16])[F:15])=[CH:10][CH:9]=2)=[CH:6][C:5]([C:18]2([C:22]([OH:24])=[O:23])[CH2:21][CH2:20][CH2:19]2)=[CH:4][C:3]=1[O:27][CH2:28][C:29]([F:30])([F:31])[F:32], predict the reactants needed to synthesize it. The reactants are: [Cl:1][C:2]1[C:7]([C:8]2[CH:13]=[CH:12][C:11]([C:14]([F:17])([F:16])[F:15])=[CH:10][CH:9]=2)=[CH:6][C:5]([C:18]2([C:22]([O:24]CC)=[O:23])[CH2:21][CH2:20][CH2:19]2)=[CH:4][C:3]=1[O:27][CH2:28][C:29]([F:32])([F:31])[F:30].[Li+].[OH-]. (2) Given the product [CH3:1][C:2]1[S:3][CH:4]=[C:5]([CH3:24])[C:6]=1[C:7]1[C:8]([C:15]2[CH:20]=[CH:19][C:18]([OH:21])=[CH:17][C:16]=2[F:23])=[N:9][N:10]([CH3:14])[C:11]=1[C:12]#[N:13], predict the reactants needed to synthesize it. The reactants are: [CH3:1][C:2]1[S:3][CH:4]=[C:5]([CH3:24])[C:6]=1[C:7]1[C:8]([C:15]2[CH:20]=[CH:19][C:18]([O:21]C)=[CH:17][C:16]=2[F:23])=[N:9][N:10]([CH3:14])[C:11]=1[C:12]#[N:13].S(C)C. (3) Given the product [Cl:18][C:19]1[CH:32]=[CH:31][C:22]2[S:23][C:24]([S:27]([NH:1][C:2]3[CH:3]=[C:4]4[C:8](=[CH:9][CH:10]=3)[NH:7][CH:6]=[C:5]4[C:11](=[O:17])[C:12]([N:14]([CH3:15])[CH3:16])=[O:13])(=[O:28])=[O:29])=[C:25]([CH3:26])[C:21]=2[CH:20]=1, predict the reactants needed to synthesize it. The reactants are: [NH2:1][C:2]1[CH:3]=[C:4]2[C:8](=[CH:9][CH:10]=1)[NH:7][CH:6]=[C:5]2[C:11](=[O:17])[C:12]([N:14]([CH3:16])[CH3:15])=[O:13].[Cl:18][C:19]1[CH:32]=[CH:31][C:22]2[S:23][C:24]([S:27](Cl)(=[O:29])=[O:28])=[C:25]([CH3:26])[C:21]=2[CH:20]=1.